The task is: Predict the reactants needed to synthesize the given product.. This data is from Full USPTO retrosynthesis dataset with 1.9M reactions from patents (1976-2016). (1) Given the product [NH:10]1[CH:11]=[C:12]([CH:13]2[C:21]3[C:16](=[C:17]([CH3:25])[C:18]([CH3:24])=[C:19]([O:22][CH3:23])[CH:20]=3)[C:15](=[O:26])[CH2:14]2)[N:8]=[CH:9]1, predict the reactants needed to synthesize it. The reactants are: C([N:8]1[C:12]([CH:13]2[C:21]3[C:16](=[C:17]([CH3:25])[C:18]([CH3:24])=[C:19]([O:22][CH3:23])[CH:20]=3)[C:15](=[O:26])[CH2:14]2)=[CH:11][N:10]=[CH:9]1)C1C=CC=CC=1. (2) Given the product [OH:2][N:3]=[C:45]([CH3:46])[CH2:44][NH:43][C:13](=[O:12])[CH:14]([NH:27][C:28](=[O:42])[C:29]1[CH:34]=[CH:33][C:32]([O:35][CH2:36][CH2:37][C:38]([F:39])([F:40])[F:41])=[CH:31][CH:30]=1)[CH2:15][C:16]1[CH:21]=[CH:20][C:19]([O:22][C:23]([F:26])([F:25])[F:24])=[CH:18][CH:17]=1, predict the reactants needed to synthesize it. The reactants are: Cl.[OH:2][NH2:3].C(O)C.C1COCC1.[O:12]=[C:13]([NH:43][CH2:44][C:45](=O)[CH3:46])[CH:14]([NH:27][C:28](=[O:42])[C:29]1[CH:34]=[CH:33][C:32]([O:35][CH2:36][CH2:37][C:38]([F:41])([F:40])[F:39])=[CH:31][CH:30]=1)[CH2:15][C:16]1[CH:21]=[CH:20][C:19]([O:22][C:23]([F:26])([F:25])[F:24])=[CH:18][CH:17]=1. (3) Given the product [NH2:10][C:5]1[C:6]([NH:8][CH2:12][CH:13]2[NH:14][C:15](=[O:18])[CH2:16][CH2:17]2)=[N:7][C:2]([Br:1])=[CH:3][N:4]=1, predict the reactants needed to synthesize it. The reactants are: [Br:1][C:2]1[N:7]=[C:6]2[N:8]([CH2:12][CH:13]3[CH2:17][CH2:16][C:15](=[O:18])[NH:14]3)C(=O)[NH:10][C:5]2=[N:4][CH:3]=1.BrC1C(N)=NC=C(Br)N=1.Cl.NCC1NC(=O)CC1.C(N(C(C)C)CC)(C)C.